This data is from Catalyst prediction with 721,799 reactions and 888 catalyst types from USPTO. The task is: Predict which catalyst facilitates the given reaction. Reactant: [CH3:1][O:2][C:3]1[CH:11]=[CH:10][CH:9]=[CH:8][C:4]=1[CH2:5][NH:6][CH3:7].C12(CS(O)(=O)=O)C(C)(C)C(CC1)CC2=O.[C:27]1(=[S:32])[O:31][CH2:30][CH2:29][CH2:28]1. Product: [SH:31][CH2:30][CH2:29][CH2:28][C:27]([N:6]([CH2:5][C:4]1[CH:8]=[CH:9][CH:10]=[CH:11][C:3]=1[O:2][CH3:1])[CH3:7])=[O:32]. The catalyst class is: 11.